From a dataset of Catalyst prediction with 721,799 reactions and 888 catalyst types from USPTO. Predict which catalyst facilitates the given reaction. (1) Reactant: [CH2:1]([NH:3][C:4](=[O:32])[NH:5][C:6]1[N:11]=[CH:10][C:9]([C:12]2[CH:13]=[C:14]3[C:19](=[CH:20][CH:21]=2)[N:18]([CH2:22][CH2:23][O:24][CH3:25])[CH:17]=[C:16]([C:26]([O:28]CC)=[O:27])[C:15]3=[O:31])=[CH:8][CH:7]=1)[CH3:2].[OH-].[Na+].C(O)C. Product: [CH2:1]([NH:3][C:4](=[O:32])[NH:5][C:6]1[N:11]=[CH:10][C:9]([C:12]2[CH:13]=[C:14]3[C:19](=[CH:20][CH:21]=2)[N:18]([CH2:22][CH2:23][O:24][CH3:25])[CH:17]=[C:16]([C:26]([OH:28])=[O:27])[C:15]3=[O:31])=[CH:8][CH:7]=1)[CH3:2]. The catalyst class is: 7. (2) Reactant: [CH2:1]([O:3][C:4](=[O:21])[C:5]1[CH:10]=[CH:9][C:8]([O:11][C:12]2[CH:17]=[CH:16][CH:15]=[CH:14][CH:13]=2)=[CH:7][C:6]=1[CH:18](Br)Br)[CH3:2].[O:22]1CCCC1. Product: [CH2:1]([O:3][C:4](=[O:21])[C:5]1[CH:10]=[CH:9][C:8]([O:11][C:12]2[CH:17]=[CH:16][CH:15]=[CH:14][CH:13]=2)=[CH:7][C:6]=1[CH:18]=[O:22])[CH3:2]. The catalyst class is: 716. (3) Reactant: C(OC([NH:11][C@H:12]([C:21]([O:23][CH3:24])=[O:22])[CH2:13][C:14]1[CH:19]=[CH:18][CH:17]=[C:16]([CH3:20])[N:15]=1)=O)C1C=CC=CC=1. Product: [CH3:20][C:16]1[N:15]=[C:14]([CH2:13][C@@H:12]([C:21]([O:23][CH3:24])=[O:22])[NH2:11])[CH:19]=[CH:18][CH:17]=1. The catalyst class is: 63. (4) The catalyst class is: 1. Product: [C:32]([C:23]1[CH:22]=[C:21]([S:20][C:17]([S:16][C:14]2[CH:13]=[C:12]([C:36]([CH3:37])([CH3:38])[CH3:39])[C:6]([O:7][CH2:8][CH2:9][OH:10])=[C:5]([C:1]([CH3:4])([CH3:3])[CH3:2])[CH:15]=2)([CH3:19])[CH3:18])[CH:26]=[C:25]([C:27]([CH3:30])([CH3:29])[CH3:28])[C:24]=1[OH:31])([CH3:33])([CH3:34])[CH3:35]. Reactant: [C:1]([C:5]1[CH:15]=[C:14]([S:16][C:17]([S:20][C:21]2[CH:26]=[C:25]([C:27]([CH3:30])([CH3:29])[CH3:28])[C:24]([OH:31])=[C:23]([C:32]([CH3:35])([CH3:34])[CH3:33])[CH:22]=2)([CH3:19])[CH3:18])[CH:13]=[C:12]([C:36]([CH3:39])([CH3:38])[CH3:37])[C:6]=1[O:7][CH2:8][C:9](O)=[O:10])([CH3:4])([CH3:3])[CH3:2].B. (5) Reactant: [F:1][C:2]1[C:10]([F:11])=[CH:9][C:5]([C:6]([NH2:8])=O)=[C:4]([N+:12]([O-:14])=[O:13])[CH:3]=1.CCN(CC)CC. Product: [F:1][C:2]1[C:10]([F:11])=[CH:9][C:5]([C:6]#[N:8])=[C:4]([N+:12]([O-:14])=[O:13])[CH:3]=1. The catalyst class is: 2. (6) Reactant: [NH2:1][C:2]1[C:11]([F:12])=[C:10]([F:13])[C:9]([F:14])=[C:8]2[C:3]=1[C:4](=[O:23])[C:5]([C:18]([O:20]CC)=[O:19])=[CH:6][N:7]2[CH:15]1[CH2:17][CH2:16]1.C(O)(=O)C.S(=O)(=O)(O)O. Product: [NH2:1][C:2]1[C:11]([F:12])=[C:10]([F:13])[C:9]([F:14])=[C:8]2[C:3]=1[C:4](=[O:23])[C:5]([C:18]([OH:20])=[O:19])=[CH:6][N:7]2[CH:15]1[CH2:16][CH2:17]1. The catalyst class is: 6.